Dataset: Reaction yield outcomes from USPTO patents with 853,638 reactions. Task: Predict the reaction yield, written as a fraction of the theoretical maximum amount of product (1.0 means a 100% yield; for example, 0.34 means a 34% yield). The reactants are S(Cl)([Cl:3])=O.Cl.[NH2:6][CH2:7][C:8](=[O:14])[CH2:9][CH2:10][C:11]([OH:13])=[O:12]. The catalyst is CN(C)C=O. The product is [ClH:3].[NH2:6][CH2:7][C:8](=[O:14])[CH2:9][CH2:10][C:11]([O:13][CH2:11][CH2:10][CH2:9][CH:8]=[CH2:7])=[O:12]. The yield is 0.470.